Dataset: Forward reaction prediction with 1.9M reactions from USPTO patents (1976-2016). Task: Predict the product of the given reaction. (1) Given the reactants [O:1]=[S:2]1(=[O:18])[CH2:6][CH2:5][CH2:4][N:3]1[C:7]1[CH:17]=[CH:16][C:10]([C:11]([O:13]CC)=O)=[CH:9][N:8]=1.Cl.[CH:20]1([C:23]2[CH:24]=[C:25]([CH3:35])[C:26]([N:29]3[CH2:34][CH2:33][NH:32][CH2:31][CH2:30]3)=[N:27][CH:28]=2)[CH2:22][CH2:21]1, predict the reaction product. The product is: [CH:20]1([C:23]2[CH:24]=[C:25]([CH3:35])[C:26]([N:29]3[CH2:30][CH2:31][N:32]([C:11]([C:10]4[CH:9]=[N:8][C:7]([N:3]5[CH2:4][CH2:5][CH2:6][S:2]5(=[O:1])=[O:18])=[CH:17][CH:16]=4)=[O:13])[CH2:33][CH2:34]3)=[N:27][CH:28]=2)[CH2:22][CH2:21]1. (2) The product is: [C:3]([C:7]1[CH:12]=[CH:11][CH:10]=[CH:9][C:8]=1[N:13]1[CH2:18][CH2:17][N:16]([C:25]([C:24]2[CH:28]=[CH:29][C:21]([CH2:20][Cl:19])=[CH:22][CH:23]=2)=[O:26])[CH2:15][CH2:14]1)([CH3:6])([CH3:4])[CH3:5]. Given the reactants Cl.Cl.[C:3]([C:7]1[CH:12]=[CH:11][CH:10]=[CH:9][C:8]=1[N:13]1[CH2:18][CH2:17][NH:16][CH2:15][CH2:14]1)([CH3:6])([CH3:5])[CH3:4].[Cl:19][CH2:20][C:21]1[CH:29]=[CH:28][C:24]([C:25](Cl)=[O:26])=[CH:23][CH:22]=1.C(N(CC)CC)C.O1CCCC1, predict the reaction product. (3) Given the reactants [CH2:1]([C:5]1[CH:14]=[C:13]2[C:8]([CH:9]=[C:10]([C:19]([OH:21])=[O:20])[CH:11]([C:15]([F:18])([F:17])[F:16])[O:12]2)=[CH:7][C:6]=1[Cl:22])[CH2:2][CH2:3][CH3:4].C1([C@H](N)C)C2C(=CC=CC=2)C=CC=1, predict the reaction product. The product is: [CH2:1]([C:5]1[CH:14]=[C:13]2[C:8]([CH:9]=[C:10]([C:19]([OH:21])=[O:20])[C@@H:11]([C:15]([F:16])([F:17])[F:18])[O:12]2)=[CH:7][C:6]=1[Cl:22])[CH2:2][CH2:3][CH3:4].